This data is from Full USPTO retrosynthesis dataset with 1.9M reactions from patents (1976-2016). The task is: Predict the reactants needed to synthesize the given product. (1) Given the product [CH:1]1([C:4]2[CH:5]=[CH:6][C:7]([CH:20]([C:22]3[CH:23]=[CH:24][C:25]([S:43]([CH:39]4[CH2:35][CH2:34]4)(=[O:47])=[O:45])=[CH:26][CH:27]=3)[OH:21])=[N:8][C:9]=2[O:10][CH2:11][C:12]2[CH:17]=[CH:16][C:15]([O:18][CH3:19])=[CH:14][CH:13]=2)[CH2:3][CH2:2]1, predict the reactants needed to synthesize it. The reactants are: [CH:1]1([C:4]2[CH:5]=[CH:6][C:7]([CH:20]([C:22]3[CH:27]=[CH:26][C:25](SC4CC4)=[CH:24][CH:23]=3)[OH:21])=[N:8][C:9]=2[O:10][CH2:11][C:12]2[CH:17]=[CH:16][C:15]([O:18][CH3:19])=[CH:14][CH:13]=2)[CH2:3][CH2:2]1.ClC1C=CC=[C:35]([C:39](OO)=O)[CH:34]=1.[S:43]([O-:47])([O-])(=[O:45])=S.[Na+].[Na+].C(=O)([O-])[O-].[K+].[K+]. (2) Given the product [Cl:1][C:2]1[CH:3]=[C:4]([N:8]2[C:12]([C:13]([F:14])([F:15])[F:16])=[C:11]([C:17]([NH:27][C:26]3[CH:28]=[CH:29][CH:30]=[C:24]([S:21]([CH3:20])(=[O:23])=[O:22])[CH:25]=3)=[O:19])[CH:10]=[N:9]2)[CH:5]=[CH:6][CH:7]=1, predict the reactants needed to synthesize it. The reactants are: [Cl:1][C:2]1[CH:3]=[C:4]([N:8]2[C:12]([C:13]([F:16])([F:15])[F:14])=[C:11]([C:17]([OH:19])=O)[CH:10]=[N:9]2)[CH:5]=[CH:6][CH:7]=1.[CH3:20][S:21]([C:24]1[CH:25]=[C:26]([CH:28]=[CH:29][CH:30]=1)[NH2:27])(=[O:23])=[O:22]. (3) Given the product [NH2:28][C:24]1([C:21]2[CH:22]=[CH:23][C:18]([C:10]3[O:9][C:7]4[N:8]=[C:3]([NH:2][CH3:1])[N:4]([CH2:37][C:38]([F:41])([F:39])[F:40])[C:5](=[O:36])[C:6]=4[C:11]=3[C:12]3[CH:13]=[CH:14][CH:15]=[CH:16][CH:17]=3)=[CH:19][CH:20]=2)[CH2:25][CH2:26][CH2:27]1, predict the reactants needed to synthesize it. The reactants are: [CH3:1][NH:2][C:3]1[N:4]([CH2:37][C:38]([F:41])([F:40])[F:39])[C:5](=[O:36])[C:6]2[C:11]([C:12]3[CH:17]=[CH:16][CH:15]=[CH:14][CH:13]=3)=[C:10]([C:18]3[CH:23]=[CH:22][C:21]([C:24]4([NH:28]C(=O)OC(C)(C)C)[CH2:27][CH2:26][CH2:25]4)=[CH:20][CH:19]=3)[O:9][C:7]=2[N:8]=1. (4) Given the product [C:24]([O:18][C:16]([NH:15][CH2:14][C@H:13]([C:10]1[CH:11]=[CH:12][C:7]([Cl:6])=[CH:8][CH:9]=1)[C:19]([OH:33])=[O:20])=[O:17])([CH3:27])([CH3:25])[CH3:23], predict the reactants needed to synthesize it. The reactants are: OO.O[Li].O.[Cl:6][C:7]1[CH:12]=[CH:11][C:10]([CH:13]([CH:19]=[O:20])[CH2:14][NH:15][C:16](=[O:18])[O-:17])=[CH:9][CH:8]=1.CO[C:23]1C=C(OC)C=[CH:27][C:24]=1[CH:25]=O.[O-:33]S([O-])=O.[Na+].[Na+]. (5) Given the product [C:24]([C:22]1[CH:21]=[CH:20][C:19]([NH:27][CH2:28][CH3:29])=[C:18]([N:17]=[C:12]2[N:11]([CH2:10][C:7]3[CH:8]=[CH:9][C:4]([C:3]([O:2][CH3:1])=[O:30])=[CH:5][CH:6]=3)[C:15](=[O:16])[C:14](=[C:44]3[N:43]([CH3:42])[C:47]4[CH:48]=[CH:49][CH:50]=[CH:51][C:46]=4[S:45]3)[S:13]2)[CH:23]=1)(=[O:26])[CH3:25], predict the reactants needed to synthesize it. The reactants are: [CH3:1][O:2][C:3](=[O:30])[C:4]1[CH:9]=[CH:8][C:7]([CH2:10][N:11]2[C:15](=[O:16])[CH2:14][S:13][C:12]2=[N:17][C:18]2[CH:23]=[C:22]([C:24](=[O:26])[CH3:25])[CH:21]=[CH:20][C:19]=2[NH:27][CH2:28][CH3:29])=[CH:6][CH:5]=1.C1(C)C=CC(S([O-])(=O)=O)=CC=1.[CH3:42][N+:43]1[C:47]2[CH:48]=[CH:49][CH:50]=[CH:51][C:46]=2[S:45][C:44]=1SC.